This data is from Forward reaction prediction with 1.9M reactions from USPTO patents (1976-2016). The task is: Predict the product of the given reaction. (1) Given the reactants [CH3:1][O:2][C:3]1[CH:4]=[C:5]2[C:14](=[CH:15][CH:16]=1)[CH:13]([CH2:17]OS(C1C=CC(C)=CC=1)(=O)=O)[CH:12]([C:29]1[CH:34]=[CH:33][C:32]([O:35][CH3:36])=[CH:31][CH:30]=1)[CH:11]1[CH:6]2[CH2:7][CH2:8][CH2:9][CH2:10]1.[C-:37]#[N:38].[K+].CN(C=O)C.C(OCC)(=O)C, predict the reaction product. The product is: [CH3:1][O:2][C:3]1[CH:4]=[C:5]2[C:14](=[CH:15][CH:16]=1)[CH:13]([CH2:17][C:37]#[N:38])[CH:12]([C:29]1[CH:30]=[CH:31][C:32]([O:35][CH3:36])=[CH:33][CH:34]=1)[CH:11]1[CH:6]2[CH2:7][CH2:8][CH2:9][CH2:10]1. (2) Given the reactants Cl[C:2]1[C:7]([N+:8]([O-:10])=[O:9])=[CH:6][CH:5]=[CH:4][N:3]=1.[NH2:11][C:12]1[CH:17]=[CH:16][CH:15]=[C:14]([CH3:18])[CH:13]=1.C(N(CC)CC)C.C(O)CCC, predict the reaction product. The product is: [N+:8]([C:7]1[C:2]([NH:11][C:12]2[CH:13]=[C:14]([CH3:18])[CH:15]=[CH:16][CH:17]=2)=[N:3][CH:4]=[CH:5][CH:6]=1)([O-:10])=[O:9]. (3) The product is: [Cl:13][C:14]1[C:15]([I:21])=[CH:16][CH:17]=[C:18]([F:20])[C:19]=1[CH:25]=[O:26]. Given the reactants C(NC(C)C)(C)C.C([Li])CCC.[Cl:13][C:14]1[CH:19]=[C:18]([F:20])[CH:17]=[CH:16][C:15]=1[I:21].CN([CH:25]=[O:26])C, predict the reaction product. (4) Given the reactants Cl.[NH2:2][CH2:3][CH2:4][CH2:5][NH:6][S:7]([CH3:10])(=[O:9])=[O:8].[NH2:11][C:12]1[C:13]([C:17](Cl)=[N:18][OH:19])=[N:14][O:15][N:16]=1, predict the reaction product. The product is: [NH2:11][C:12]1[C:13]([C:17](=[N:18][OH:19])[NH:2][CH2:3][CH2:4][CH2:5][NH:6][S:7]([CH3:10])(=[O:9])=[O:8])=[N:14][O:15][N:16]=1. (5) Given the reactants C1CN([P+](ON2N=NC3C=CC=CC2=3)(N2CCCC2)N2CCCC2)CC1.F[P-](F)(F)(F)(F)F.[S:34]1[CH:38]=[CH:37][CH:36]=[C:35]1[C:39]([N:41]1[CH2:45][CH2:44][CH2:43][C@H:42]1[C:46]([OH:48])=[O:47])=[O:40].CCN(C(C)C)C(C)C.O[NH:59][C:60](=[NH:67])[C:61]1[CH:66]=[CH:65][CH:64]=[CH:63][CH:62]=1, predict the reaction product. The product is: [S:34]1[CH:38]=[CH:37][CH:36]=[C:35]1[C:39]([N:41]1[CH2:45][CH2:44][CH2:43][C@H:42]1[C:46]([O:48][NH:67][C:60](=[NH:59])[C:61]1[CH:66]=[CH:65][CH:64]=[CH:63][CH:62]=1)=[O:47])=[O:40]. (6) Given the reactants C1(O[C:8](=[O:29])[NH:9][C:10]2[S:14][N:13]=[C:12]([O:15][CH2:16][C:17]3[C:22]([F:23])=[CH:21][C:20]([CH3:24])=[CH:19][C:18]=3[F:25])[C:11]=2[C:26](=[O:28])[NH2:27])C=CC=CC=1.[NH2:30][CH2:31][CH2:32][CH2:33][CH2:34][N:35]1[CH2:40][CH2:39][N:38]([CH2:41][CH2:42][OH:43])[CH2:37][CH2:36]1, predict the reaction product. The product is: [F:23][C:22]1[CH:21]=[C:20]([CH3:24])[CH:19]=[C:18]([F:25])[C:17]=1[CH2:16][O:15][C:12]1[C:11]([C:26]([NH2:27])=[O:28])=[C:10]([NH:9][C:8]([NH:30][CH2:31][CH2:32][CH2:33][CH2:34][N:35]2[CH2:36][CH2:37][N:38]([CH2:41][CH2:42][OH:43])[CH2:39][CH2:40]2)=[O:29])[S:14][N:13]=1. (7) Given the reactants Br[C:2]1[C:3]([CH2:25][CH3:26])=[C:4]([C:8]2[N:12]=[C:11]([C:13]3[CH:14]=[CH:15][C:16]([O:21][CH:22]([CH3:24])[CH3:23])=[C:17]([CH:20]=3)[C:18]#[N:19])[O:10][N:9]=2)[CH:5]=[CH:6][CH:7]=1.CC(P(C(C)(C)C)C(C)(C)C)(C)C.C([O-])([O-])=O.[Cs+].[Cs+].Br[Zn][CH2:48][CH2:49][CH2:50][C:51]([O:53][CH2:54][CH3:55])=[O:52], predict the reaction product. The product is: [C:18]([C:17]1[CH:20]=[C:13]([C:11]2[O:10][N:9]=[C:8]([C:4]3[C:3]([CH2:25][CH3:26])=[C:2]([CH2:48][CH2:49][CH2:50][C:51]([O:53][CH2:54][CH3:55])=[O:52])[CH:7]=[CH:6][CH:5]=3)[N:12]=2)[CH:14]=[CH:15][C:16]=1[O:21][CH:22]([CH3:24])[CH3:23])#[N:19].